From a dataset of NCI-60 drug combinations with 297,098 pairs across 59 cell lines. Regression. Given two drug SMILES strings and cell line genomic features, predict the synergy score measuring deviation from expected non-interaction effect. (1) Drug 1: C1=C(C(=O)NC(=O)N1)N(CCCl)CCCl. Drug 2: CCC1(CC2CC(C3=C(CCN(C2)C1)C4=CC=CC=C4N3)(C5=C(C=C6C(=C5)C78CCN9C7C(C=CC9)(C(C(C8N6C)(C(=O)OC)O)OC(=O)C)CC)OC)C(=O)OC)O.OS(=O)(=O)O. Cell line: NCIH23. Synergy scores: CSS=40.4, Synergy_ZIP=-0.578, Synergy_Bliss=-3.04, Synergy_Loewe=-11.9, Synergy_HSA=-0.781. (2) Drug 1: C1=CC(=CC=C1C#N)C(C2=CC=C(C=C2)C#N)N3C=NC=N3. Drug 2: C1CC(=O)NC(=O)C1N2C(=O)C3=CC=CC=C3C2=O. Cell line: UACC-257. Synergy scores: CSS=-3.83, Synergy_ZIP=1.10, Synergy_Bliss=0.584, Synergy_Loewe=-2.25, Synergy_HSA=-2.25. (3) Drug 1: C1=CC(=CC=C1CCC2=CNC3=C2C(=O)NC(=N3)N)C(=O)NC(CCC(=O)O)C(=O)O. Drug 2: C1C(C(OC1N2C=NC3=C(N=C(N=C32)Cl)N)CO)O. Cell line: EKVX. Synergy scores: CSS=3.46, Synergy_ZIP=3.38, Synergy_Bliss=6.08, Synergy_Loewe=2.14, Synergy_HSA=1.67. (4) Drug 1: CC1=C(C=C(C=C1)NC(=O)C2=CC=C(C=C2)CN3CCN(CC3)C)NC4=NC=CC(=N4)C5=CN=CC=C5. Drug 2: CCC1=C2CN3C(=CC4=C(C3=O)COC(=O)C4(CC)O)C2=NC5=C1C=C(C=C5)O. Cell line: HS 578T. Synergy scores: CSS=18.0, Synergy_ZIP=7.67, Synergy_Bliss=7.25, Synergy_Loewe=-21.4, Synergy_HSA=0.269. (5) Drug 1: CCC1=CC2CC(C3=C(CN(C2)C1)C4=CC=CC=C4N3)(C5=C(C=C6C(=C5)C78CCN9C7C(C=CC9)(C(C(C8N6C)(C(=O)OC)O)OC(=O)C)CC)OC)C(=O)OC.C(C(C(=O)O)O)(C(=O)O)O. Drug 2: C1=C(C(=O)NC(=O)N1)F. Cell line: HOP-62. Synergy scores: CSS=43.2, Synergy_ZIP=-8.54, Synergy_Bliss=-4.82, Synergy_Loewe=-2.40, Synergy_HSA=-0.263. (6) Drug 1: CC=C1C(=O)NC(C(=O)OC2CC(=O)NC(C(=O)NC(CSSCCC=C2)C(=O)N1)C(C)C)C(C)C. Drug 2: CCC1=C2CN3C(=CC4=C(C3=O)COC(=O)C4(CC)O)C2=NC5=C1C=C(C=C5)O. Cell line: SF-539. Synergy scores: CSS=51.4, Synergy_ZIP=-0.914, Synergy_Bliss=-2.59, Synergy_Loewe=-9.27, Synergy_HSA=0.631. (7) Drug 1: CC1=CC2C(CCC3(C2CCC3(C(=O)C)OC(=O)C)C)C4(C1=CC(=O)CC4)C. Drug 2: CC1=C(C(=O)C2=C(C1=O)N3CC4C(C3(C2COC(=O)N)OC)N4)N. Cell line: M14. Synergy scores: CSS=35.5, Synergy_ZIP=-1.56, Synergy_Bliss=-6.37, Synergy_Loewe=-69.7, Synergy_HSA=-8.56. (8) Drug 1: C1CN1C2=NC(=NC(=N2)N3CC3)N4CC4. Drug 2: C1CN(P(=O)(OC1)NCCCl)CCCl. Cell line: M14. Synergy scores: CSS=23.5, Synergy_ZIP=-0.382, Synergy_Bliss=0.359, Synergy_Loewe=-29.2, Synergy_HSA=0.721. (9) Drug 1: C1CCN(CC1)CCOC2=CC=C(C=C2)C(=O)C3=C(SC4=C3C=CC(=C4)O)C5=CC=C(C=C5)O. Drug 2: C1=NNC2=C1C(=O)NC=N2. Cell line: UO-31. Synergy scores: CSS=4.18, Synergy_ZIP=-1.98, Synergy_Bliss=-1.72, Synergy_Loewe=-0.946, Synergy_HSA=-0.959.